Dataset: Catalyst prediction with 721,799 reactions and 888 catalyst types from USPTO. Task: Predict which catalyst facilitates the given reaction. (1) Reactant: [NH:1]1[C:9]2[C:4](=[CH:5][CH:6]=[CH:7][N:8]=2)[CH:3]=[CH:2]1.[Al+3].[Cl-].[Cl-].[Cl-].[F:14][C:15]1[C:20]([F:21])=[CH:19][CH:18]=[CH:17][C:16]=1[CH2:22][C:23](Cl)=[O:24]. Product: [F:14][C:15]1[C:20]([F:21])=[CH:19][CH:18]=[CH:17][C:16]=1[CH2:22][C:23]([C:3]1[C:4]2[C:9](=[N:8][CH:7]=[CH:6][CH:5]=2)[NH:1][CH:2]=1)=[O:24]. The catalyst class is: 2. (2) Reactant: Br[C:2]1[C:10]2[C:9]([NH:11][C@H:12]([C:14]3[N:19]([C:20]4[CH:25]=[CH:24][CH:23]=[CH:22][CH:21]=4)[C:18](=[O:26])[C:17]4=[C:27]([CH3:30])[CH:28]=[CH:29][N:16]4[N:15]=3)[CH3:13])=[N:8][CH:7]=[N:6][C:5]=2[N:4]([CH2:31][O:32][CH2:33][CH2:34][Si:35]([CH3:38])([CH3:37])[CH3:36])[CH:3]=1.[CH3:39][C:40]1[CH:41]=[C:42]([NH:55][S:56]([CH3:59])(=[O:58])=[O:57])[CH:43]=[C:44](B2OC(C)(C)C(C)(C)O2)[CH:45]=1.C(=O)([O-])[O-].[Na+].[Na+]. Product: [CH3:39][C:40]1[CH:41]=[C:42]([NH:55][S:56]([CH3:59])(=[O:58])=[O:57])[CH:43]=[C:44]([C:2]2[C:10]3[C:9]([NH:11][C@H:12]([C:14]4[N:19]([C:20]5[CH:25]=[CH:24][CH:23]=[CH:22][CH:21]=5)[C:18](=[O:26])[C:17]5=[C:27]([CH3:30])[CH:28]=[CH:29][N:16]5[N:15]=4)[CH3:13])=[N:8][CH:7]=[N:6][C:5]=3[N:4]([CH2:31][O:32][CH2:33][CH2:34][Si:35]([CH3:38])([CH3:37])[CH3:36])[CH:3]=2)[CH:45]=1. The catalyst class is: 73. (3) Reactant: [NH2:1][C:2]1[CH:7]=[CH:6][N:5]=[CH:4][CH:3]=1.C(N(CC)CC)C.[Cl:15][CH2:16][C:17](Cl)=[O:18]. Product: [Cl:15][CH2:16][C:17]([NH:1][C:2]1[CH:7]=[CH:6][N:5]=[CH:4][CH:3]=1)=[O:18]. The catalyst class is: 4.